Dataset: Full USPTO retrosynthesis dataset with 1.9M reactions from patents (1976-2016). Task: Predict the reactants needed to synthesize the given product. (1) Given the product [Cl:1][C:2]1[C:3]([O:17][CH3:18])=[CH:4][CH:5]=[CH:6][C:7]=1[B:8]1[O:12][C:11]([CH3:13])([CH3:14])[C:10]([CH3:16])([CH3:15])[O:9]1, predict the reactants needed to synthesize it. The reactants are: [Cl:1][C:2]1[C:7]([B:8]2[O:12][C:11]([CH3:14])([CH3:13])[C:10]([CH3:16])([CH3:15])[O:9]2)=[CH:6][CH:5]=[CH:4][C:3]=1[OH:17].[C:18](=O)([O-])[O-].[K+].[K+].COS(OC)(=O)=O.Cl. (2) Given the product [C:1]([O:5][C:6]([N:8]1[CH2:13][CH2:12][N:11]([C:14]2[CH:15]=[CH:16][CH:17]=[C:18]3[C:23]=2[N:22]=[CH:21][C:20]([NH2:86])=[CH:19]3)[CH2:10][CH2:9]1)=[O:7])([CH3:4])([CH3:3])[CH3:2], predict the reactants needed to synthesize it. The reactants are: [C:1]([O:5][C:6]([N:8]1[CH2:13][CH2:12][N:11]([C:14]2[CH:15]=[CH:16][CH:17]=[C:18]3[C:23]=2[N:22]=[CH:21][C:20](I)=[CH:19]3)[CH2:10][CH2:9]1)=[O:7])([CH3:4])([CH3:3])[CH3:2].CC1(C)C2C=CC=C(P(C3C=CC=CC=3)C3C=CC=CC=3)C=2OC2C1=CC=CC=2P(C1C=CC=CC=1)C1C=CC=CC=1.CC(C)([O-])C.[Na+].C(=[NH:86])(C1C=CC=CC=1)C1C=CC=CC=1.[Cl-].[Na+].C([O-])(O)=O.[Na+]. (3) Given the product [CH:36]1([CH2:35][NH:31][C:17]([C:16]2[N:15]=[C:14]([C:20]([F:22])([F:23])[F:21])[N:11]3[CH2:12][CH2:13][N:8]([C:6]([O:5][C:1]([CH3:3])([CH3:2])[CH3:4])=[O:7])[CH2:9][C:10]=23)=[O:18])[CH2:38][CH2:37]1, predict the reactants needed to synthesize it. The reactants are: [C:1]([O:5][C:6]([N:8]1[CH2:13][CH2:12][N:11]2[C:14]([C:20]([F:23])([F:22])[F:21])=[N:15][C:16]([C:17](O)=[O:18])=[C:10]2[CH2:9]1)=[O:7])([CH3:4])([CH3:3])[CH3:2].F[P-](F)(F)(F)(F)F.[N:31]1(OC(N(C)C)=[N+](C)C)[C:35]2[CH:36]=[CH:37][CH:38]=CC=2N=N1.C1(CN)CC1.C(N(CC)C(C)C)(C)C. (4) Given the product [F:21][C:20]([F:23])([F:22])[C:40]([OH:43])=[O:41].[Cl:19][C:16]1[CH:17]=[CH:18][C:13]([O:12][C:9]2[CH:10]=[CH:11][C:6]([CH2:5][CH2:4][O:3][C:1]3[NH:2][CH:29]=[C:28]([CH2:33][C:34]4[CH:39]=[N:38][CH:37]=[N:36][CH:35]=4)[C:27](=[O:26])[N:25]=3)=[CH:7][C:8]=2[F:24])=[CH:14][C:15]=1[C:20]([F:23])([F:21])[F:22], predict the reactants needed to synthesize it. The reactants are: [C:1](=[NH:25])([O:3][CH2:4][CH2:5][C:6]1[CH:11]=[CH:10][C:9]([O:12][C:13]2[CH:18]=[CH:17][C:16]([Cl:19])=[C:15]([C:20]([F:23])([F:22])[F:21])[CH:14]=2)=[C:8]([F:24])[CH:7]=1)[NH2:2].[OH:26]/[CH:27]=[C:28](/[CH2:33][C:34]1[CH:35]=[N:36][CH:37]=[N:38][CH:39]=1)\[C:29](OC)=O.[C:40]([O-:43])([O-])=[O:41].[K+].[K+]. (5) Given the product [C:13]1([S:11]([CH2:10][CH2:9][N:1]2[CH2:6][CH2:5][C:4](=[O:7])[CH2:3][CH2:2]2)=[O:12])[CH:18]=[CH:17][CH:16]=[CH:15][CH:14]=1, predict the reactants needed to synthesize it. The reactants are: [NH:1]1[CH2:6][CH2:5][C:4](=[O:7])[CH2:3][CH2:2]1.Cl[CH2:9][CH2:10][S:11]([C:13]1[CH:18]=[CH:17][CH:16]=[CH:15][CH:14]=1)=[O:12]. (6) The reactants are: [CH3:1][C:2]1[CH:3]=[C:4]([C:18]([OH:20])=O)[NH:5][C:6]=1[CH:7]=[C:8]1[C:16]2[C:11](=[CH:12][CH:13]=[CH:14][CH:15]=2)[NH:10][C:9]1=[O:17].[NH:21]1[C:29]2[C:24](=[CH:25][CH:26]=[CH:27][CH:28]=2)[C:23]([CH2:30][CH2:31][NH2:32])=[CH:22]1.CCN(CC)CC. Given the product [NH:21]1[C:29]2[C:24](=[CH:25][CH:26]=[CH:27][CH:28]=2)[C:23]([CH2:30][CH2:31][NH:32][C:18]([C:4]2[NH:5][C:6]([CH:7]=[C:8]3[C:16]4[C:11](=[CH:12][CH:13]=[CH:14][CH:15]=4)[NH:10][C:9]3=[O:17])=[C:2]([CH3:1])[CH:3]=2)=[O:20])=[CH:22]1, predict the reactants needed to synthesize it. (7) Given the product [ClH:42].[ClH:42].[NH2:33][C@H:9]([CH2:8][NH2:7])[C:10]([NH:11][C:12]1[CH:16]=[C:15]([C:17]2[CH:22]=[CH:21][CH:20]=[C:19]([CH2:23][CH2:24][CH3:25])[CH:18]=2)[N:14]([C:26]2[CH:31]=[CH:30][CH:29]=[CH:28][CH:27]=2)[N:13]=1)=[O:32], predict the reactants needed to synthesize it. The reactants are: C(OC(=O)[NH:7][CH2:8][C@@H:9]([NH:33]C(OC(C)(C)C)=O)[C:10](=[O:32])[NH:11][C:12]1[CH:16]=[C:15]([C:17]2[CH:22]=[CH:21][CH:20]=[C:19]([CH2:23][CH2:24][CH3:25])[CH:18]=2)[N:14]([C:26]2[CH:31]=[CH:30][CH:29]=[CH:28][CH:27]=2)[N:13]=1)(C)(C)C.[ClH:42]. (8) The reactants are: [CH2:1]([S:3]([CH2:6][CH2:7][C:8]12[CH2:15][CH2:14][C:11]([C:16]([O:18]C)=[O:17])([CH2:12][CH2:13]1)[CH2:10][CH2:9]2)(=[O:5])=[O:4])[CH3:2].[OH-].[K+]. Given the product [CH2:1]([S:3]([CH2:6][CH2:7][C:8]12[CH2:13][CH2:12][C:11]([C:16]([OH:18])=[O:17])([CH2:14][CH2:15]1)[CH2:10][CH2:9]2)(=[O:5])=[O:4])[CH3:2], predict the reactants needed to synthesize it. (9) Given the product [F:14][C:15]1[CH:22]=[C:21]([C:23]([F:24])([F:25])[F:26])[CH:20]=[CH:19][C:16]=1[C:17]1[S:3][C:28]([C:29]([O:31][CH2:32][CH3:33])=[O:30])=[C:34]([CH3:36])[N:18]=1, predict the reactants needed to synthesize it. The reactants are: C(O)(=[S:3])C.B(F)(F)F.CCOCC.[F:14][C:15]1[CH:22]=[C:21]([C:23]([F:26])([F:25])[F:24])[CH:20]=[CH:19][C:16]=1[C:17]#[N:18].Cl[CH:28]([C:34]([CH3:36])=O)[C:29]([O:31][CH2:32][CH3:33])=[O:30].